Dataset: NCI-60 drug combinations with 297,098 pairs across 59 cell lines. Task: Regression. Given two drug SMILES strings and cell line genomic features, predict the synergy score measuring deviation from expected non-interaction effect. (1) Drug 1: C1=CC(=CC=C1CCCC(=O)O)N(CCCl)CCCl. Drug 2: CC1C(C(CC(O1)OC2CC(CC3=C2C(=C4C(=C3O)C(=O)C5=CC=CC=C5C4=O)O)(C(=O)C)O)N)O. Cell line: MDA-MB-435. Synergy scores: CSS=48.1, Synergy_ZIP=-2.71, Synergy_Bliss=-3.55, Synergy_Loewe=-53.3, Synergy_HSA=-2.50. (2) Drug 1: CCC(=C(C1=CC=CC=C1)C2=CC=C(C=C2)OCCN(C)C)C3=CC=CC=C3.C(C(=O)O)C(CC(=O)O)(C(=O)O)O. Drug 2: C1C(C(OC1N2C=NC3=C2NC=NCC3O)CO)O. Cell line: LOX IMVI. Synergy scores: CSS=-1.16, Synergy_ZIP=0.282, Synergy_Bliss=0.192, Synergy_Loewe=-4.36, Synergy_HSA=-4.15. (3) Drug 1: CC(CN1CC(=O)NC(=O)C1)N2CC(=O)NC(=O)C2. Drug 2: C(=O)(N)NO. Cell line: K-562. Synergy scores: CSS=31.5, Synergy_ZIP=-8.27, Synergy_Bliss=-0.195, Synergy_Loewe=-7.56, Synergy_HSA=-1.56. (4) Drug 1: CS(=O)(=O)CCNCC1=CC=C(O1)C2=CC3=C(C=C2)N=CN=C3NC4=CC(=C(C=C4)OCC5=CC(=CC=C5)F)Cl. Drug 2: CC12CCC3C(C1CCC2O)C(CC4=C3C=CC(=C4)O)CCCCCCCCCS(=O)CCCC(C(F)(F)F)(F)F. Cell line: HL-60(TB). Synergy scores: CSS=26.8, Synergy_ZIP=7.49, Synergy_Bliss=3.37, Synergy_Loewe=6.29, Synergy_HSA=-0.478. (5) Drug 1: C1CCC(CC1)NC(=O)N(CCCl)N=O. Drug 2: C1=CC(=CC=C1CC(C(=O)O)N)N(CCCl)CCCl.Cl. Cell line: CCRF-CEM. Synergy scores: CSS=63.6, Synergy_ZIP=8.31, Synergy_Bliss=10.8, Synergy_Loewe=-0.182, Synergy_HSA=11.0.